Dataset: HIV replication inhibition screening data with 41,000+ compounds from the AIDS Antiviral Screen. Task: Binary Classification. Given a drug SMILES string, predict its activity (active/inactive) in a high-throughput screening assay against a specified biological target. (1) The compound is O=[N+]([O-])c1ccc(Ic2ccccc2)cc1. The result is 0 (inactive). (2) The compound is CCCCCCCCOC1N(C2CC(N=[N+]=[N-])C(CO)O2)C(=O)NC(=O)C1(C)Br. The result is 1 (active). (3) The molecule is COC(=O)C(C(=O)C(=O)Nc1ccc(OC)cc1[N+](=O)[O-])c1nc2cc(C)c(C)cc2nc1O. The result is 0 (inactive). (4) The drug is CCOCc1c(C)cc(C)c(C2C(C(=O)c3ccccc3)N3c4ccccc4C=CC3C2(C#N)C(=O)OCC)c1C. The result is 0 (inactive). (5) The molecule is Cc1ccccc1NC(=O)C(=O)C(C1OC(=O)c2ccccc21)[N+](=O)[O-]. The result is 0 (inactive). (6) The drug is COc1ccc2c(C3(C)OC(=O)c4ccccc43)cccc2c1. The result is 0 (inactive). (7) The drug is Cc1ccc2c(c1C)C(=O)C(=Cc1cccc(C)c1C(=O)O)C2. The result is 0 (inactive).